From a dataset of Full USPTO retrosynthesis dataset with 1.9M reactions from patents (1976-2016). Predict the reactants needed to synthesize the given product. (1) Given the product [NH2:1][C:2]1[C:7]2[C:8]([C:11]3[CH:16]=[CH:15][CH:14]=[CH:13][CH:12]=3)=[CH:9][S:10][C:6]=2[C:5](/[CH:17]=[CH:18]/[C:19]([NH:31][CH3:29])=[O:21])=[CH:4][N:3]=1, predict the reactants needed to synthesize it. The reactants are: [NH2:1][C:2]1[C:7]2[C:8]([C:11]3[CH:16]=[CH:15][CH:14]=[CH:13][CH:12]=3)=[CH:9][S:10][C:6]=2[C:5](/[CH:17]=[CH:18]/[C:19]([OH:21])=O)=[CH:4][N:3]=1.Cl.CN.C1C=CC2N(O)N=[N:31][C:29]=2C=1.CN1CCOCC1.CCN=C=NCCCN(C)C. (2) Given the product [C:25]([C:14]1[CH:13]=[CH:12][C:11]([C:1]([OH:9])=[O:8])=[CH:16][C:15]=1[O:17][C:18]1[CH:23]=[CH:22][C:21]([CH3:24])=[CH:20][CH:19]=1)([CH3:28])([CH3:27])[CH3:26], predict the reactants needed to synthesize it. The reactants are: [C:1]([OH:9])(=[O:8])C1C=CC=CC=1.Br[C:11]1[CH:12]=[CH:13][C:14]([C:25]([CH3:28])([CH3:27])[CH3:26])=[C:15]([O:17][C:18]2[CH:23]=[CH:22][C:21]([CH3:24])=[CH:20][CH:19]=2)[CH:16]=1.